Dataset: Full USPTO retrosynthesis dataset with 1.9M reactions from patents (1976-2016). Task: Predict the reactants needed to synthesize the given product. (1) Given the product [Br:43][C:44]1[CH:52]=[C:51]2[C:47]([CH:48]=[N:49][NH:50]2)=[C:46]([NH:53][C:7]([C:5]2[N:6]=[C:2]([CH3:1])[S:3][CH:4]=2)=[O:9])[CH:45]=1, predict the reactants needed to synthesize it. The reactants are: [CH3:1][C:2]1[S:3][CH:4]=[C:5]([C:7]([OH:9])=O)[N:6]=1.CN(C(ON1N=NC2C=CC=NC1=2)=[N+](C)C)C.F[P-](F)(F)(F)(F)F.CCN(C(C)C)C(C)C.[Br:43][C:44]1[CH:45]=[C:46]([NH2:53])[C:47]2[CH:48]=[N:49][NH:50][C:51]=2[CH:52]=1. (2) Given the product [F:30][C:10]1([F:9])[CH2:13][N:12]([C:14]2[C:15]([O:24][CH2:25][C:26]([F:27])([F:29])[F:28])=[CH:16][C:17]([C:20]3[N:21]=[C:6]([C:2]4([CH3:1])[CH2:3][O:4][CH2:5]4)[O:8][N:22]=3)=[N:18][CH:19]=2)[CH2:11]1, predict the reactants needed to synthesize it. The reactants are: [CH3:1][C:2]1([C:6]([OH:8])=O)[CH2:5][O:4][CH2:3]1.[F:9][C:10]1([F:30])[CH2:13][N:12]([C:14]2[C:15]([O:24][CH2:25][C:26]([F:29])([F:28])[F:27])=[CH:16][C:17]([C:20](=[N:22]O)[NH2:21])=[N:18][CH:19]=2)[CH2:11]1. (3) Given the product [C:1]1(=[O:17])[N:5]([C:6]2[CH:11]=[CH:10][C:9]([CH2:12][C:13]([Cl:21])=[O:14])=[CH:8][CH:7]=2)[C:4](=[O:16])[CH:3]=[CH:2]1, predict the reactants needed to synthesize it. The reactants are: [C:1]1(=[O:17])[N:5]([C:6]2[CH:11]=[CH:10][C:9]([CH2:12][C:13](O)=[O:14])=[CH:8][CH:7]=2)[C:4](=[O:16])[CH:3]=[CH:2]1.C(Cl)(=O)C([Cl:21])=O. (4) Given the product [Br:20][C:17]1[CH:18]=[C:19]2[C:11]([C:9]([C:4]3[C:3]([F:21])=[C:2]([NH:1][S:34]([CH2:31][CH2:32][CH3:33])(=[O:36])=[O:35])[CH:7]=[CH:6][C:5]=3[F:8])=[O:10])=[CH:12][NH:13][C:14]2=[N:15][CH:16]=1, predict the reactants needed to synthesize it. The reactants are: [NH2:1][C:2]1[C:3]([F:21])=[C:4]([C:9]([C:11]2[C:19]3[C:14](=[N:15][CH:16]=[C:17]([Br:20])[CH:18]=3)[NH:13][CH:12]=2)=[O:10])[C:5]([F:8])=[CH:6][CH:7]=1.ClCCl.N1C=CC=CC=1.[CH2:31]([S:34](Cl)(=[O:36])=[O:35])[CH2:32][CH3:33].